This data is from Reaction yield outcomes from USPTO patents with 853,638 reactions. The task is: Predict the reaction yield, written as a fraction of the theoretical maximum amount of product (1.0 means a 100% yield; for example, 0.34 means a 34% yield). (1) The reactants are Br[C:2]1[CH:7]=[CH:6][C:5]([NH2:8])=[C:4]([F:9])[CH:3]=1.[Li]CCCC.[CH3:15][Si:16](Cl)([CH3:18])[CH3:17]. The catalyst is C1COCC1. The product is [F:9][C:4]1[CH:3]=[C:2]([Si:16]([CH3:18])([CH3:17])[CH3:15])[CH:7]=[CH:6][C:5]=1[NH2:8]. The yield is 0.810. (2) The reactants are [Cl:1][C:2]1[CH:7]=[CH:6][CH:5]=[CH:4][C:3]=1[C:8]1([OH:14])[CH2:13][CH2:12][NH:11][CH2:10][CH2:9]1.N1C(C)=CC=CC=1C.[I-].[K+].Br[CH2:26][CH2:27][CH:28]=[C:29]1[C:35]2[CH:36]=[CH:37][CH:38]=[N:39][C:34]=2[CH2:33][O:32][C:31]2[CH:40]=[CH:41][C:42]([C:44]([OH:47])([CH3:46])[CH3:45])=[CH:43][C:30]1=2. The catalyst is C(O)(C)C. The product is [Cl:1][C:2]1[CH:7]=[CH:6][CH:5]=[CH:4][C:3]=1[C:8]1([OH:14])[CH2:9][CH2:10][N:11]([CH2:26][CH2:27][CH:28]=[C:29]2[C:35]3[CH:36]=[CH:37][CH:38]=[N:39][C:34]=3[CH2:33][O:32][C:31]3[CH:40]=[CH:41][C:42]([C:44]([OH:47])([CH3:46])[CH3:45])=[CH:43][C:30]2=3)[CH2:12][CH2:13]1. The yield is 0.520. (3) The reactants are [Cl:1][CH2:2][CH2:3][CH2:4][O:5][C:6]1[C:11]([O:12][CH3:13])=[CH:10][C:9]([C:14](=[O:20])/[CH:15]=[CH:16]/N(C)C)=[C:8]([N+:21]([O-])=O)[CH:7]=1. The catalyst is C(O)(=O)C.[Fe]. The product is [Cl:1][CH2:2][CH2:3][CH2:4][O:5][C:6]1[CH:7]=[C:8]2[C:9]([C:14](=[O:20])[CH:15]=[CH:16][NH:21]2)=[CH:10][C:11]=1[O:12][CH3:13]. The yield is 0.650. (4) The reactants are [Cl:1][C:2]1[CH:7]=[CH:6][CH:5]=[CH:4][C:3]=1[NH:8][C:9]1[N:14]2[N:15]=[CH:16][C:17]([S:18](=[O:25])(=[O:24])[NH:19][CH2:20][CH2:21][O:22][CH3:23])=[C:13]2[N:12]=[CH:11][C:10]=1[C:26]([O:28]CC)=O.[F:31][C:32]1[CH:37]=[CH:36][C:35]([CH:38]2[CH2:43][CH2:42][NH:41][CH2:40][CH2:39]2)=[CH:34][CH:33]=1. No catalyst specified. The product is [Cl:1][C:2]1[CH:7]=[CH:6][CH:5]=[CH:4][C:3]=1[NH:8][C:9]1[N:14]2[N:15]=[CH:16][C:17]([S:18]([NH:19][CH2:20][CH2:21][O:22][CH3:23])(=[O:24])=[O:25])=[C:13]2[N:12]=[CH:11][C:10]=1[C:26]([N:41]1[CH2:42][CH2:43][CH:38]([C:35]2[CH:34]=[CH:33][C:32]([F:31])=[CH:37][CH:36]=2)[CH2:39][CH2:40]1)=[O:28]. The yield is 0.150. (5) The reactants are [CH3:1][O:2][C:3]([C:5]1([C:8]2[CH:13]=[CH:12][C:11](B3OC(C)(C)C(C)(C)O3)=[CH:10][CH:9]=2)[CH2:7][CH2:6]1)=[O:4].[CH3:23][C@@H:24]([O:28][C:29](=[O:44])[NH:30][C:31]1[N:32]([C:37]2[CH:42]=[CH:41][C:40](Br)=[CH:39][CH:38]=2)[N:33]=[N:34][C:35]=1[CH3:36])[CH:25]([CH3:27])[CH3:26].P([O-])([O-])([O-])=O.[K+].[K+].[K+].COC1C=CC=C(OC)C=1C1C=CC=CC=1P(C1CCCCC1)C1CCCCC1. The catalyst is CCOC(C)=O.CC([O-])=O.CC([O-])=O.[Pd+2].O.C1(C)C=CC=CC=1. The product is [CH3:1][O:2][C:3]([C:5]1([C:8]2[CH:9]=[CH:10][C:11]([C:40]3[CH:41]=[CH:42][C:37]([N:32]4[C:31]([NH:30][C:29]([O:28][C@H:24]([CH3:23])[CH:25]([CH3:26])[CH3:27])=[O:44])=[C:35]([CH3:36])[N:34]=[N:33]4)=[CH:38][CH:39]=3)=[CH:12][CH:13]=2)[CH2:6][CH2:7]1)=[O:4]. The yield is 0.756. (6) The reactants are Cl[C:2]1[N:6]([CH3:7])[CH:5]=[N:4][C:3]=1[N+:8]([O-:10])=[O:9].[C-]#N.[K+].[I-].[K+].S(=O)(=O)(O)O.N([O-])=[O:22].[Na+].[CH2:25]([OH:27])C. The catalyst is O.C(OCC)C. The product is [CH3:7][N:6]1[C:2]([C:25]([OH:27])=[O:22])=[C:3]([N+:8]([O-:10])=[O:9])[N:4]=[CH:5]1. The yield is 0.450. (7) The reactants are [CH3:1][O:2][C:3]1[CH:4]=[C:5]2[C:10](=[CH:11][C:12]=1[O:13][CH3:14])[N:9]=[CH:8][N:7]=[C:6]2[O:15][C:16]1[CH:22]=[CH:21][C:19]([NH2:20])=[CH:18][CH:17]=1.C1(C)C=CC=CC=1.C(N(CC)CC)C.ClC(Cl)(O[C:41](=[O:47])[O:42][C:43](Cl)(Cl)Cl)Cl.[Cl:49][C:50]1[CH:60]=[CH:59][CH:58]=[CH:57][C:51]=1[O:52][CH2:53][CH2:54]CO. The catalyst is C(Cl)Cl. The product is [CH3:1][O:2][C:3]1[CH:4]=[C:5]2[C:10](=[CH:11][C:12]=1[O:13][CH3:14])[N:9]=[CH:8][N:7]=[C:6]2[O:15][C:16]1[CH:22]=[CH:21][C:19]([NH:20][C:41](=[O:47])[O:42][CH2:43][CH2:54][CH2:53][O:52][C:51]2[CH:57]=[CH:58][CH:59]=[CH:60][C:50]=2[Cl:49])=[CH:18][CH:17]=1. The yield is 0.440. (8) The reactants are C([Li])CCC.C(NC(C)C)(C)C.[Br:13][C:14]1[CH:19]=[CH:18][N:17]=[C:16]2[N:20]([S:23]([C:26]3[CH:31]=[CH:30][CH:29]=[CH:28][CH:27]=3)(=[O:25])=[O:24])[CH:21]=[CH:22][C:15]=12.CN(C)[CH:34]=[O:35]. The catalyst is O1CCCC1. The product is [Br:13][C:14]1[CH:19]=[CH:18][N:17]=[C:16]2[N:20]([S:23]([C:26]3[CH:31]=[CH:30][CH:29]=[CH:28][CH:27]=3)(=[O:25])=[O:24])[C:21]([CH:34]=[O:35])=[CH:22][C:15]=12. The yield is 0.660.